From a dataset of Catalyst prediction with 721,799 reactions and 888 catalyst types from USPTO. Predict which catalyst facilitates the given reaction. (1) Reactant: CN(C(ON1N=NC2C=CC=NC1=2)=[N+](C)C)C.F[P-](F)(F)(F)(F)F.[NH2:25][C:26]1[C:27]([C:36]([OH:38])=O)=[CH:28][C:29]2[C:34]([CH:35]=1)=[CH:33][CH:32]=[CH:31][CH:30]=2.Cl.[NH2:40][C@H:41]([C:45]([O:47][CH3:48])=[O:46])[CH2:42][CH2:43][CH3:44].C(N(C(C)C)CC)(C)C. Product: [NH2:25][C:26]1[C:27]([C:36]([NH:40][C@H:41]([C:45]([O:47][CH3:48])=[O:46])[CH2:42][CH2:43][CH3:44])=[O:38])=[CH:28][C:29]2[C:34]([CH:35]=1)=[CH:33][CH:32]=[CH:31][CH:30]=2. The catalyst class is: 3. (2) Reactant: [C:1]([O:5][C:6]([N:8]1[CH2:13][CH2:12][NH:11][C@@H:10]([C:14]([OH:16])=[O:15])[CH2:9]1)=[O:7])([CH3:4])([CH3:3])[CH3:2].[CH:17]1([CH:22]=O)[CH2:21][CH2:20][CH2:19][CH2:18]1.C(O)(=O)C.[BH-](OC(C)=O)(OC(C)=O)OC(C)=O.[Na+]. Product: [C:1]([O:5][C:6]([N:8]1[CH2:13][CH2:12][N:11]([CH2:22][CH:17]2[CH2:21][CH2:20][CH2:19][CH2:18]2)[C@@H:10]([C:14]([OH:16])=[O:15])[CH2:9]1)=[O:7])([CH3:4])([CH3:2])[CH3:3]. The catalyst class is: 1.